This data is from CYP2D6 inhibition data for predicting drug metabolism from PubChem BioAssay. The task is: Regression/Classification. Given a drug SMILES string, predict its absorption, distribution, metabolism, or excretion properties. Task type varies by dataset: regression for continuous measurements (e.g., permeability, clearance, half-life) or binary classification for categorical outcomes (e.g., BBB penetration, CYP inhibition). Dataset: cyp2d6_veith. (1) The molecule is COC(=O)N1CCC2(CCN(C(=O)Nc3cccc(C#N)c3)CC2)CC1. The result is 1 (inhibitor). (2) The molecule is Fc1ccc(Cn2c(SCc3ccc(F)c(C(F)(F)F)c3)nnc2C(F)(F)F)cc1. The result is 1 (inhibitor). (3) The compound is Cc1ccc(S(=O)(=O)O)cc1.Cc1ccc(S(=O)(=O)OC2CCN(C)CC2)cc1. The result is 1 (inhibitor). (4) The molecule is CCCCNc1nc(-c2ccccc2)c(C(=O)OCC)cc1C#N. The result is 0 (non-inhibitor). (5) The compound is O=C(/C=C/Nc1ccccc1)c1ccc(Oc2ncccn2)cc1. The result is 0 (non-inhibitor).